This data is from Full USPTO retrosynthesis dataset with 1.9M reactions from patents (1976-2016). The task is: Predict the reactants needed to synthesize the given product. (1) Given the product [CH3:28][O:5][C:4](=[O:6])[C:3]1[CH:7]=[CH:8][C:9]([CH2:11][OH:12])=[CH:10][C:2]=1[Br:1], predict the reactants needed to synthesize it. The reactants are: [Br:1][C:2]1[CH:10]=[C:9]([CH3:11])[CH:8]=[CH:7][C:3]=1[C:4]([OH:6])=[O:5].[OH-:12].[Na+].Cl.[Si](C=[N+]=[N-])(C)(C)C.CCCCCC.[CH3:28]O. (2) Given the product [CH3:23][C:24]1[CH:29]=[CH:28][CH:27]=[CH:26][C:25]=1[NH:30][C:31](=[O:32])[NH:1][C:2]1[C:7]([F:8])=[CH:6][C:5]([CH2:9][C:10]([OH:12])=[O:11])=[C:4]([F:15])[CH:3]=1, predict the reactants needed to synthesize it. The reactants are: [NH2:1][C:2]1[C:7]([F:8])=[CH:6][C:5]([CH2:9][C:10]([O:12]CC)=[O:11])=[C:4]([F:15])[CH:3]=1.C(N(CC)CC)C.[CH3:23][C:24]1[CH:29]=[CH:28][CH:27]=[CH:26][C:25]=1[N:30]=[C:31]=[O:32]. (3) Given the product [C:1]1([S:7]([N:10]2[C:14]3=[N:15][CH:16]=[C:17]([C:19]([F:22])([F:21])[F:20])[CH:18]=[C:13]3[CH:12]=[C:11]2[C:23](=[O:30])[CH2:24][CH:25]2[CH2:29][CH2:28][CH2:27][CH2:26]2)(=[O:8])=[O:9])[CH:2]=[CH:3][CH:4]=[CH:5][CH:6]=1, predict the reactants needed to synthesize it. The reactants are: [C:1]1([S:7]([N:10]2[C:14]3=[N:15][CH:16]=[C:17]([C:19]([F:22])([F:21])[F:20])[CH:18]=[C:13]3[CH:12]=[C:11]2[CH:23]([OH:30])[CH2:24][CH:25]2[CH2:29][CH2:28][CH2:27][CH2:26]2)(=[O:9])=[O:8])[CH:6]=[CH:5][CH:4]=[CH:3][CH:2]=1.CC(OI1(OC(C)=O)(OC(C)=O)OC(=O)C2C=CC=CC1=2)=O. (4) Given the product [CH3:1][O:2][C:3](=[O:36])[CH2:4][C:5]1[CH:10]=[CH:9][CH:8]=[C:7]([CH2:11][N:12]([CH2:17][CH2:18][CH2:19][N:20]2[C:28](=[O:29])[NH:27][C:26]3[C:21]2=[N:22][C:23]([O:31][CH2:32][CH2:33][CH2:34][CH3:35])=[N:24][C:25]=3[NH2:30])[C:13](=[O:16])[CH2:14][NH:15][S:44]([CH3:43])(=[O:46])=[O:45])[CH:6]=1, predict the reactants needed to synthesize it. The reactants are: [CH3:1][O:2][C:3](=[O:36])[CH2:4][C:5]1[CH:10]=[CH:9][CH:8]=[C:7]([CH2:11][N:12]([CH2:17][CH2:18][CH2:19][N:20]2[C:28](=[O:29])[NH:27][C:26]3[C:21]2=[N:22][C:23]([O:31][CH2:32][CH2:33][CH2:34][CH3:35])=[N:24][C:25]=3[NH2:30])[C:13](=[O:16])[CH2:14][NH2:15])[CH:6]=1.N1C=CC=CC=1.[CH3:43][S:44](O[S:44]([CH3:43])(=[O:46])=[O:45])(=[O:46])=[O:45]. (5) Given the product [CH2:3]([N:5]1[C:9]([C:10]2[CH:11]=[C:12]([CH:15]=[CH:16][CH:17]=2)[C:13]#[N:14])=[CH:8][C:7]([CH2:18][OH:19])=[N:6]1)[CH3:4], predict the reactants needed to synthesize it. The reactants are: [BH4-].[Na+].[CH2:3]([N:5]1[C:9]([C:10]2[CH:11]=[C:12]([CH:15]=[CH:16][CH:17]=2)[C:13]#[N:14])=[CH:8][C:7]([CH:18]=[O:19])=[N:6]1)[CH3:4].[NH4+].[Cl-].